Dataset: Forward reaction prediction with 1.9M reactions from USPTO patents (1976-2016). Task: Predict the product of the given reaction. (1) The product is: [F:42][C:39]1[CH:40]=[CH:41][C:36]([O:35][C:30]2[CH:29]=[CH:28][C:27]([CH2:26][S:14][C:11]3[N:12]([CH3:16])[CH:13]=[C:8]([CH2:7][C:5]4[CH:6]=[N:1][CH:2]=[N:3][CH:4]=4)[C:9](=[O:15])[N:10]=3)=[CH:34][C:31]=2[C:32]#[N:33])=[CH:37][C:38]=1[C:43]([F:46])([F:45])[F:44]. Given the reactants [N:1]1[CH:6]=[C:5]([CH2:7][C:8]2[C:9](=[O:15])[NH:10][C:11](=[S:14])[NH:12][CH:13]=2)[CH:4]=[N:3][CH:2]=1.[CH3:16]CN(C(C)C)C(C)C.Cl[CH2:26][C:27]1[CH:28]=[CH:29][C:30]([O:35][C:36]2[CH:41]=[CH:40][C:39]([F:42])=[C:38]([C:43]([F:46])([F:45])[F:44])[CH:37]=2)=[C:31]([CH:34]=1)[C:32]#[N:33].CI, predict the reaction product. (2) The product is: [C:1]([O:5][C:6](=[O:27])[NH:7][C@H:8]([C:11]1[CH:16]=[CH:15][C:14]([OH:17])=[CH:13][C:12]=1[O:25][CH3:26])[CH2:9][OH:10])([CH3:4])([CH3:3])[CH3:2]. Given the reactants [C:1]([O:5][C:6](=[O:27])[NH:7][C@H:8]([C:11]1[CH:16]=[CH:15][C:14]([O:17]CC2C=CC=CC=2)=[CH:13][C:12]=1[O:25][CH3:26])[CH2:9][OH:10])([CH3:4])([CH3:3])[CH3:2], predict the reaction product. (3) Given the reactants [NH2:1][CH:2]([CH2:10][C:11]1[CH:16]=[CH:15][C:14]([C:17]([F:20])([F:19])[F:18])=[CH:13][CH:12]=1)[CH:3]([C:5]1[CH:9]=[CH:8][O:7][CH:6]=1)[OH:4].[F:21][C:22]1[C:31]2[C:26](=[CH:27][CH:28]=[CH:29][CH:30]=2)[C:25]([C:32](O)=[O:33])=[CH:24][CH:23]=1.Cl.C(N=C=NCCCN(C)C)C.ON1C2C=CC=CC=2N=N1, predict the reaction product. The product is: [F:21][C:22]1[C:31]2[C:26](=[CH:27][CH:28]=[CH:29][CH:30]=2)[C:25]([C:32]([NH:1][CH:2]([CH2:10][C:11]2[CH:16]=[CH:15][C:14]([C:17]([F:20])([F:18])[F:19])=[CH:13][CH:12]=2)[CH:3]([C:5]2[CH:9]=[CH:8][O:7][CH:6]=2)[OH:4])=[O:33])=[CH:24][CH:23]=1. (4) Given the reactants [O:1]([C:8]1[CH:13]=[CH:12][C:11]([NH:14][NH2:15])=[CH:10][CH:9]=1)[C:2]1[CH:7]=[CH:6][CH:5]=[CH:4][CH:3]=1.[CH:16](=O)[C:17]1[CH:22]=[CH:21][CH:20]=[CH:19][CH:18]=1, predict the reaction product. The product is: [CH:16](=[N:15][NH:14][C:11]1[CH:12]=[CH:13][C:8]([O:1][C:2]2[CH:3]=[CH:4][CH:5]=[CH:6][CH:7]=2)=[CH:9][CH:10]=1)[C:17]1[CH:22]=[CH:21][CH:20]=[CH:19][CH:18]=1. (5) The product is: [NH2:1][C:4]1[C:5]([C:14]([C:16]2[CH:17]=[CH:18][C:19]([C:22]([F:25])([F:23])[F:24])=[CH:20][CH:21]=2)=[O:15])=[CH:6][CH:7]=[C:8]2[C:13]=1[N:12]=[CH:11][CH:10]=[CH:9]2. Given the reactants [N+:1]([C:4]1[C:5]([C:14]([C:16]2[CH:21]=[CH:20][C:19]([C:22]([F:25])([F:24])[F:23])=[CH:18][CH:17]=2)=[O:15])=[CH:6][CH:7]=[C:8]2[C:13]=1[N:12]=[CH:11][CH:10]=[CH:9]2)([O-])=O, predict the reaction product. (6) Given the reactants [CH:1]([N:4]1[C:8]([C:9]2[N:18]=[C:17]3[N:11]([CH2:12][CH2:13][O:14][C:15]4[CH:22]=[C:21]([OH:23])[N:20]=[CH:19][C:16]=43)[CH:10]=2)=[N:7][CH:6]=[N:5]1)([CH3:3])[CH3:2].[CH3:24][O:25][C:26](=[O:32])[CH:27](O)[CH:28]([CH3:30])[CH3:29].CO, predict the reaction product. The product is: [CH3:24][O:25][C:26](=[O:32])[CH:27]([O:23][C:21]1[N:20]=[CH:19][C:16]2[C:17]3[N:11]([CH2:12][CH2:13][O:14][C:15]=2[CH:22]=1)[CH:10]=[C:9]([C:8]1[N:4]([CH:1]([CH3:3])[CH3:2])[N:5]=[CH:6][N:7]=1)[N:18]=3)[CH:28]([CH3:30])[CH3:29]. (7) Given the reactants [C:1]([C:5]1[CH:23]=[CH:22][C:8]([CH2:9][NH:10][C:11](=O)[C:12]([F:20])([F:19])[C:13]2[CH:18]=[CH:17][CH:16]=[CH:15][CH:14]=2)=[CH:7][CH:6]=1)([CH3:4])([CH3:3])[CH3:2], predict the reaction product. The product is: [C:1]([C:5]1[CH:23]=[CH:22][C:8]([CH2:9][NH:10][CH2:11][C:12]([F:20])([F:19])[C:13]2[CH:14]=[CH:15][CH:16]=[CH:17][CH:18]=2)=[CH:7][CH:6]=1)([CH3:4])([CH3:2])[CH3:3]. (8) Given the reactants O1CCO[CH:2]1[CH:6]1[C:11](=O)[CH2:10][CH2:9][N:8]([C:13]([O:15][C:16]([CH3:19])([CH3:18])[CH3:17])=[O:14])[CH2:7]1.[NH2:20][C:21]1[C:25]([C:26]([O:28][CH2:29][CH:30]=[CH2:31])=[O:27])=[C:24]([NH2:32])[NH:23][N:22]=1.[OH-].[K+], predict the reaction product. The product is: [NH2:32][C:24]1[C:25]([C:26]([O:28][CH2:29][CH:30]=[CH2:31])=[O:27])=[C:21]2[N:20]=[C:11]3[CH2:10][CH2:9][N:8]([C:13]([O:15][C:16]([CH3:17])([CH3:18])[CH3:19])=[O:14])[CH2:7][C:6]3=[CH:2][N:22]2[N:23]=1. (9) Given the reactants [CH2:1]([N:8]([CH2:23][CH:24]1[CH2:28][CH:27]=[CH:26][CH2:25]1)[C:9](=[O:22])[CH2:10][CH:11]1[C:20]2[C:15](=[CH:16][C:17]([OH:21])=[CH:18][CH:19]=2)[CH2:14][CH2:13][CH2:12]1)[C:2]1[CH:7]=[CH:6][CH:5]=[CH:4][CH:3]=1.C(=O)([O-])[O-].[K+].[K+].[CH2:35](Br)[C:36]1[CH:41]=[CH:40][CH:39]=[CH:38][CH:37]=1, predict the reaction product. The product is: [CH2:1]([N:8]([CH2:23][CH:24]1[CH2:28][CH:27]=[CH:26][CH2:25]1)[C:9](=[O:22])[CH2:10][CH:11]1[C:20]2[C:15](=[CH:16][C:17]([O:21][CH2:35][C:36]3[CH:41]=[CH:40][CH:39]=[CH:38][CH:37]=3)=[CH:18][CH:19]=2)[CH2:14][CH2:13][CH2:12]1)[C:2]1[CH:3]=[CH:4][CH:5]=[CH:6][CH:7]=1. (10) Given the reactants O[CH2:2]/[CH:3]=[CH:4]\[CH2:5][O:6][C:7](=[O:9])[CH3:8].N1C=CC=CC=1.O=S(Cl)[Cl:18], predict the reaction product. The product is: [Cl:18][CH2:2]/[CH:3]=[CH:4]\[CH2:5][O:6][C:7](=[O:9])[CH3:8].